Dataset: Forward reaction prediction with 1.9M reactions from USPTO patents (1976-2016). Task: Predict the product of the given reaction. (1) Given the reactants [O:1]1[CH2:6][CH2:5][CH:4]([CH2:7][O:8][C:9]2[CH:10]=[C:11]([CH:15]=[CH:16][CH:17]=2)[C:12]([OH:14])=O)[CH2:3][CH2:2]1.[NH2:18][CH:19]1[CH:26]2[CH2:27][C:22]3([OH:29])[CH2:23][CH:24]([CH2:28][CH:20]1[CH2:21]3)[CH2:25]2, predict the reaction product. The product is: [OH:29][C:22]12[CH2:27][CH:26]3[CH2:25][CH:24]([CH2:28][CH:20]([CH:19]3[NH:18][C:12](=[O:14])[C:11]3[CH:15]=[CH:16][CH:17]=[C:9]([O:8][CH2:7][CH:4]4[CH2:3][CH2:2][O:1][CH2:6][CH2:5]4)[CH:10]=3)[CH2:21]1)[CH2:23]2. (2) Given the reactants [CH2:1]([O:8][C:9](=[O:27])[NH:10][CH:11]([CH3:26])[CH2:12][CH2:13][CH2:14][C:15]1[CH:20]=[C:19]([C:21]([F:24])([F:23])[F:22])[CH:18]=[C:17](Cl)[N:16]=1)[C:2]1[CH:7]=[CH:6][CH:5]=[CH:4][CH:3]=1.CN(C=O)C.[CH3:33][CH2:34]N(CC)CC.C([O-])([O-])=O.[K+].[K+], predict the reaction product. The product is: [CH2:1]([O:8][C:9](=[O:27])[NH:10][CH:11]([CH3:26])[CH2:12][CH2:13][CH2:14][C:15]1[CH:20]=[C:19]([C:21]([F:24])([F:23])[F:22])[CH:18]=[C:17]([C:33]#[CH:34])[N:16]=1)[C:2]1[CH:7]=[CH:6][CH:5]=[CH:4][CH:3]=1. (3) The product is: [I:14][C:5]1[C:6]([C:8]2[CH:13]=[CH:12][CH:11]=[CH:10][CH:9]=2)=[N:7][C:2]([NH2:1])=[N:3][CH:4]=1. Given the reactants [NH2:1][C:2]1[N:7]=[C:6]([C:8]2[CH:13]=[CH:12][CH:11]=[CH:10][CH:9]=2)[CH:5]=[CH:4][N:3]=1.[I:14]N1C(=O)CCC1=O, predict the reaction product. (4) The product is: [ClH:1].[ClH:1].[CH2:3]([C:7]1[N:8]=[N:9][C:10]([O:26][CH:27]2[CH2:32][CH2:31][N:30]([CH2:34][CH2:35][CH:36]3[O:41][CH2:40][CH2:39][CH2:38][O:37]3)[CH2:29][CH2:28]2)=[CH:11][C:12]=1[C:13]1[CH:14]=[CH:15][C:16]([O:19][CH:20]2[CH2:25][CH2:24][CH2:23][CH2:22][CH2:21]2)=[CH:17][CH:18]=1)[CH2:4][CH2:5][CH3:6]. Given the reactants [ClH:1].Cl.[CH2:3]([C:7]1[N:8]=[N:9][C:10]([O:26][CH:27]2[CH2:32][CH2:31][NH:30][CH2:29][CH2:28]2)=[CH:11][C:12]=1[C:13]1[CH:18]=[CH:17][C:16]([O:19][CH:20]2[CH2:25][CH2:24][CH2:23][CH2:22][CH2:21]2)=[CH:15][CH:14]=1)[CH2:4][CH2:5][CH3:6].Br[CH2:34][CH2:35][CH:36]1[O:41][CH2:40][CH2:39][CH2:38][O:37]1.C(=O)([O-])[O-].[K+].[K+].Cl, predict the reaction product. (5) Given the reactants [CH2:1]([O:8][C:9]([N:11]1[CH2:14][CH:13]([C:15]([OH:17])=O)[CH2:12]1)=[O:10])[C:2]1[CH:7]=[CH:6][CH:5]=[CH:4][CH:3]=1.CCN(C(C)C)C(C)C.CN(C(ON1N=NC2C=CC=NC1=2)=[N+](C)C)C.F[P-](F)(F)(F)(F)F.[Si:51]([O:58][C@H:59]([C:76]1[CH:85]=[CH:84][C:83]([OH:86])=[C:82]2[C:77]=1[CH:78]=[CH:79][C:80](=[O:87])[NH:81]2)[CH2:60][N:61]([CH2:69][CH:70]1[CH2:75][CH2:74][NH:73][CH2:72][CH2:71]1)[C:62](=[O:68])[O:63][C:64]([CH3:67])([CH3:66])[CH3:65])([C:54]([CH3:57])([CH3:56])[CH3:55])([CH3:53])[CH3:52], predict the reaction product. The product is: [C:64]([O:63][C:62]([N:61]([CH2:69][CH:70]1[CH2:71][CH2:72][N:73]([C:15]([CH:13]2[CH2:12][N:11]([C:9]([O:8][CH2:1][C:2]3[CH:3]=[CH:4][CH:5]=[CH:6][CH:7]=3)=[O:10])[CH2:14]2)=[O:17])[CH2:74][CH2:75]1)[CH2:60][C@H:59]([O:58][Si:51]([C:54]([CH3:57])([CH3:55])[CH3:56])([CH3:52])[CH3:53])[C:76]1[CH:85]=[CH:84][C:83]([OH:86])=[C:82]2[C:77]=1[CH:78]=[CH:79][C:80](=[O:87])[NH:81]2)=[O:68])([CH3:65])([CH3:66])[CH3:67]. (6) Given the reactants [NH2:1][C@H:2]1[C:11]2[C:6](=[CH:7][CH:8]=[C:9]([N:12]3[CH2:17][CH2:16][O:15][CH2:14][CH2:13]3)[CH:10]=2)[N:5]([C:18](=[O:20])[CH3:19])[C@@H:4]([CH2:21][CH3:22])[C@@H:3]1[CH3:23].CN(C1C(C2C(P(C3CCCCC3)C3CCCCC3)=CC=CC=2)=CC=CC=1)C.CC(C)([O-])C.[Na+].Cl[C:59]1[CH:64]=[N:63][C:62]([CH3:65])=[CH:61][N:60]=1, predict the reaction product. The product is: [CH2:21]([C@H:4]1[C@H:3]([CH3:23])[C@@H:2]([NH:1][C:59]2[CH:64]=[N:63][C:62]([CH3:65])=[CH:61][N:60]=2)[C:11]2[C:6](=[CH:7][CH:8]=[C:9]([N:12]3[CH2:13][CH2:14][O:15][CH2:16][CH2:17]3)[CH:10]=2)[N:5]1[C:18](=[O:20])[CH3:19])[CH3:22]. (7) Given the reactants [CH3:1][S:2]([C:5]1[CH:13]=[CH:12][C:8]([C:9]([OH:11])=O)=[CH:7][CH:6]=1)(=[O:4])=[O:3].[NH2:14][C:15]1[CH:20]=[CH:19][C:18]([Br:21])=[CH:17][N:16]=1.Cl.C(N=C=NCCCN(C)C)C, predict the reaction product. The product is: [Br:21][C:18]1[CH:19]=[CH:20][C:15]([NH:14][C:9](=[O:11])[C:8]2[CH:7]=[CH:6][C:5]([S:2]([CH3:1])(=[O:3])=[O:4])=[CH:13][CH:12]=2)=[N:16][CH:17]=1. (8) Given the reactants COC1C=CC(P2(SP(C3C=CC(OC)=CC=3)(=S)S2)=[S:10])=CC=1.[Si:23]([O:40][CH2:41][CH2:42][CH2:43][CH2:44][C:45]([NH2:47])=O)([C:36]([CH3:39])([CH3:38])[CH3:37])([C:30]1[CH:35]=[CH:34][CH:33]=[CH:32][CH:31]=1)[C:24]1[CH:29]=[CH:28][CH:27]=[CH:26][CH:25]=1, predict the reaction product. The product is: [Si:23]([O:40][CH2:41][CH2:42][CH2:43][CH2:44][C:45](=[S:10])[NH2:47])([C:36]([CH3:39])([CH3:38])[CH3:37])([C:30]1[CH:35]=[CH:34][CH:33]=[CH:32][CH:31]=1)[C:24]1[CH:29]=[CH:28][CH:27]=[CH:26][CH:25]=1. (9) Given the reactants [Li]CCCC.CCCCCC.[CH:12]1[C:24]2[CH2:23][C:22]3[C:17](=[CH:18][CH:19]=[CH:20][CH:21]=3)[C:16]=2[CH:15]=[CH:14][CH:13]=1.Cl[Si:26]([CH:29]1[C:37]2[C:32](=[C:33]([CH3:39])[CH:34]=[C:35]([CH3:38])[CH:36]=2)[CH:31]=[C:30]1[CH3:40])([CH3:28])[CH3:27].[Li], predict the reaction product. The product is: [CH3:40][C:30]1[CH:29]([Si:26]([CH:23]2[C:22]3[CH:21]=[CH:20][CH:19]=[CH:18][C:17]=3[C:16]3[C:24]2=[CH:12][CH:13]=[CH:14][CH:15]=3)([CH3:28])[CH3:27])[C:37]2[C:32]([CH:31]=1)=[C:33]([CH3:39])[CH:34]=[C:35]([CH3:38])[CH:36]=2.